Dataset: Reaction yield outcomes from USPTO patents with 853,638 reactions. Task: Predict the reaction yield, written as a fraction of the theoretical maximum amount of product (1.0 means a 100% yield; for example, 0.34 means a 34% yield). (1) The reactants are [C:1](#[N:5])[CH2:2][C:3]#[N:4].[H-].[Na+].[Cl:8][C:9]1[CH:24]=[CH:23][C:12]([O:13][C:14]2[CH:22]=[CH:21][C:17]([C:18](Cl)=[O:19])=[CH:16][CH:15]=2)=[CH:11][CH:10]=1.S(OC)(O[CH3:29])(=O)=O. The catalyst is O1CCCC1.O. The product is [Cl:8][C:9]1[CH:24]=[CH:23][C:12]([O:13][C:14]2[CH:22]=[CH:21][C:17]([C:18]([O:19][CH3:29])=[C:2]([C:1]#[N:5])[C:3]#[N:4])=[CH:16][CH:15]=2)=[CH:11][CH:10]=1. The yield is 0.470. (2) The reactants are [Br:1][C:2]1[C:3](N)=[N:4][C:5]([Br:9])=[C:6]([Br:8])[CH:7]=1.N([O-])=O.[Na+].N1C=CC=CC=1.[FH:21]. No catalyst specified. The product is [Br:9][C:5]1[C:6]([Br:8])=[CH:7][C:2]([Br:1])=[C:3]([F:21])[N:4]=1. The yield is 0.840. (3) The reactants are [CH3:1][O:2][CH:3]([C:5]1[CH:14]=[CH:13][C:8]([C:9]([O:11]C)=[O:10])=[CH:7][CH:6]=1)[CH3:4].[OH-].[Li+].Cl.[CH3:18]O. The catalyst is O. The product is [CH2:1]([O:2][CH:3]([C:5]1[CH:14]=[CH:13][C:8]([C:9]([OH:11])=[O:10])=[CH:7][CH:6]=1)[CH3:4])[CH3:18]. The yield is 0.970.